This data is from Full USPTO retrosynthesis dataset with 1.9M reactions from patents (1976-2016). The task is: Predict the reactants needed to synthesize the given product. (1) Given the product [NH2:33][C:34]1[N:35]=[CH:36][N:37]=[C:38]([NH:1][C@H:2]([C:13]2[N:18]([C:19]3[CH:20]=[C:21]([F:26])[CH:22]=[C:23]([F:25])[CH:24]=3)[C:17](=[O:27])[C:16]3=[C:28]([C:31]#[N:32])[CH:29]=[CH:30][N:15]3[N:14]=2)[CH2:3][CH2:4][O:5][CH2:6][C:7]2[CH:8]=[CH:9][CH:10]=[CH:11][CH:12]=2)[C:39]=1[C:40]#[N:41], predict the reactants needed to synthesize it. The reactants are: [NH2:1][C@H:2]([C:13]1[N:18]([C:19]2[CH:24]=[C:23]([F:25])[CH:22]=[C:21]([F:26])[CH:20]=2)[C:17](=[O:27])[C:16]2=[C:28]([C:31]#[N:32])[CH:29]=[CH:30][N:15]2[N:14]=1)[CH2:3][CH2:4][O:5][CH2:6][C:7]1[CH:12]=[CH:11][CH:10]=[CH:9][CH:8]=1.[NH2:33][C:34]1[C:39]([C:40]#[N:41])=[C:38](Cl)[N:37]=[CH:36][N:35]=1.C(N(CC)C(C)C)(C)C. (2) The reactants are: [C:1]1([C:7]2[CH:12]=[CH:11][CH:10]=[CH:9][C:8]=2[OH:13])[CH:6]=[CH:5][CH:4]=[CH:3][CH:2]=1.C1(P(C2C=CC=CC=2)C2C=CC=CC=2)C=CC=CC=1.CC(OC(/N=N/C(OC(C)C)=O)=O)C.[N:47]1[CH:52]=[CH:51][CH:50]=[C:49]([C:53]2[N:54]=[N:55][N:56]([CH2:58][C:59]3[CH:64]=[CH:63][C:62]([CH2:65][CH2:66]O)=[CH:61][CH:60]=3)[CH:57]=2)[CH:48]=1. Given the product [C:7]1([C:1]2[CH:2]=[CH:3][CH:4]=[CH:5][CH:6]=2)[CH:12]=[CH:11][CH:10]=[CH:9][C:8]=1[O:13][CH2:66][CH2:65][C:62]1[CH:61]=[CH:60][C:59]([CH2:58][N:56]2[CH:57]=[C:53]([C:49]3[CH:48]=[N:47][CH:52]=[CH:51][CH:50]=3)[N:54]=[N:55]2)=[CH:64][CH:63]=1, predict the reactants needed to synthesize it.